Dataset: Full USPTO retrosynthesis dataset with 1.9M reactions from patents (1976-2016). Task: Predict the reactants needed to synthesize the given product. Given the product [NH2:20][CH:2]1[C:6]2([CH2:10][CH2:9][CH2:8][CH2:7]2)[CH2:5][N:4]([C:11]([O:13][C:14]([CH3:17])([CH3:16])[CH3:15])=[O:12])[CH2:3]1, predict the reactants needed to synthesize it. The reactants are: O=[C:2]1[C:6]2([CH2:10][CH2:9][CH2:8][CH2:7]2)[CH2:5][N:4]([C:11]([O:13][C:14]([CH3:17])([CH3:16])[CH3:15])=[O:12])[CH2:3]1.[BH4-].[Na+].[NH3:20].